Dataset: Forward reaction prediction with 1.9M reactions from USPTO patents (1976-2016). Task: Predict the product of the given reaction. (1) Given the reactants [F:1][C:2]1[CH:3]=[C:4]2[C:8](=[CH:9][CH:10]=1)[NH:7][CH:6]=[CH:5]2.[C:11](O[C:11]([O:13][C:14]([CH3:17])([CH3:16])[CH3:15])=[O:12])([O:13][C:14]([CH3:17])([CH3:16])[CH3:15])=[O:12].C(N(CC)CC)C, predict the reaction product. The product is: [F:1][C:2]1[CH:3]=[C:4]2[C:8](=[CH:9][CH:10]=1)[N:7]([C:11]([O:13][C:14]([CH3:17])([CH3:16])[CH3:15])=[O:12])[CH:6]=[CH:5]2. (2) Given the reactants [Na+].C1(S([O-])=O)C=CC=CC=1.BrCCCCCCCCCO.[C:22]1([S:28]([CH2:31][CH2:32][CH2:33][CH2:34][CH2:35][CH2:36][CH2:37][CH2:38][CH2:39][OH:40])(=[O:30])=[O:29])[CH:27]=[CH:26][CH:25]=[CH:24][CH:23]=1.C1(S(CCCCCCCCC(O)=O)(=O)=O)C=CC=CC=1.Cl.Cl.[CH2:63]([O:70][C:71](=[O:79])[CH2:72][C@@H:73]([NH2:78])[CH2:74][N:75]([CH3:77])[CH3:76])[C:64]1[CH:69]=[CH:68][CH:67]=[CH:66][CH:65]=1, predict the reaction product. The product is: [CH2:63]([O:70][C:71](=[O:79])[CH2:72][C@@H:73]([NH:78][C:39](=[O:40])[CH2:38][CH2:37][CH2:36][CH2:35][CH2:34][CH2:33][CH2:32][CH2:31][S:28]([C:22]1[CH:23]=[CH:24][CH:25]=[CH:26][CH:27]=1)(=[O:29])=[O:30])[CH2:74][N:75]([CH3:76])[CH3:77])[C:64]1[CH:69]=[CH:68][CH:67]=[CH:66][CH:65]=1. (3) The product is: [N:1]([C:2]1[CH:3]=[CH:4][C:5]([C:6]([O:8][CH2:9][CH2:10][O:11][C:12](=[O:31])[CH2:13][C@H:14]([N:18]2[C:19]3[CH:20]=[CH:21][CH:22]=[CH:23][C:24]=3[C:25]3[C:30]2=[CH:29][CH:28]=[CH:27][CH:26]=3)[C:15]([OH:17])=[O:16])=[O:7])=[CH:32][CH:33]=1)=[N+:39]=[N-:40]. Given the reactants [NH2:1][C:2]1[CH:33]=[CH:32][C:5]([C:6]([O:8][CH2:9][CH2:10][O:11][C:12](=[O:31])[CH2:13][C@H:14]([N:18]2[C:30]3[CH:29]=[CH:28][CH:27]=[CH:26][C:25]=3[C:24]3[C:19]2=[CH:20][CH:21]=[CH:22][CH:23]=3)[C:15]([OH:17])=[O:16])=[O:7])=[CH:4][CH:3]=1.Cl.N([O-])=O.[Na+].[N-:39]=[N+:40]=[N-].[Na+], predict the reaction product. (4) Given the reactants Cl.C(OC([N:9]1[CH2:14][CH2:13][N:12]([C:15]2[CH:20]=[CH:19][C:18]([NH:21][C:22]3[N:27]=[C:26]([NH:28][CH2:29][CH:30]4[CH2:34][CH2:33][CH2:32][O:31]4)[C:25]([Br:35])=[CH:24][N:23]=3)=[CH:17][CH:16]=2)[CH2:11][CH2:10]1)=O)(C)(C)C.[C:36]([OH:42])([C:38]([F:41])([F:40])[F:39])=[O:37], predict the reaction product. The product is: [OH:42][C:36]([C:38]([F:41])([F:40])[F:39])=[O:37].[Br:35][C:25]1[C:26]([NH:28][CH2:29][CH:30]2[CH2:34][CH2:33][CH2:32][O:31]2)=[N:27][C:22]([NH:21][C:18]2[CH:19]=[CH:20][C:15]([N:12]3[CH2:13][CH2:14][NH:9][CH2:10][CH2:11]3)=[CH:16][CH:17]=2)=[N:23][CH:24]=1. (5) Given the reactants Br[C:2]1[CH:3]=[N:4][CH:5]=[C:6]([O:8][CH2:9][CH:10]2[CH2:15][CH2:14][O:13][CH2:12][CH2:11]2)[CH:7]=1.[OH-:16].[Na+].O, predict the reaction product. The product is: [O:13]1[CH2:14][CH2:15][CH:10]([CH2:9][O:8][C:6]2[CH:7]=[C:2]([OH:16])[CH:3]=[N:4][CH:5]=2)[CH2:11][CH2:12]1. (6) Given the reactants [F:1][C:2]1[CH:3]=[C:4]([C:9]2[N:14]3[N:15]=[C:16]([CH3:18])[CH:17]=[C:13]3[NH:12][C:11](=O)[CH:10]=2)[CH:5]=[CH:6][C:7]=1[F:8].N1C=CC=CC=1.O=P(Cl)(Cl)[Cl:28], predict the reaction product. The product is: [Cl:28][C:11]1[CH:10]=[C:9]([C:4]2[CH:5]=[CH:6][C:7]([F:8])=[C:2]([F:1])[CH:3]=2)[N:14]2[N:15]=[C:16]([CH3:18])[CH:17]=[C:13]2[N:12]=1.